Predict the reaction yield, written as a fraction of the theoretical maximum amount of product (1.0 means a 100% yield; for example, 0.34 means a 34% yield). From a dataset of Reaction yield outcomes from USPTO patents with 853,638 reactions. (1) The reactants are [N:1]1([C:7]2[CH:12]=[CH:11][C:10]([NH2:13])=[CH:9][CH:8]=2)[CH2:6][CH2:5][O:4][CH2:3][CH2:2]1.[CH3:14][O:15][C:16]1[CH:17]=[C:18]2[C:23](=[C:24]([N:26]3[CH2:31][CH2:30][N:29]([CH2:32][CH2:33][O:34][CH3:35])[CH2:28][CH2:27]3)[CH:25]=1)[O:22][CH:21]([C:36](O)=[O:37])[CH2:20][CH2:19]2. No catalyst specified. The product is [CH3:14][O:15][C:16]1[CH:17]=[C:18]2[C:23](=[C:24]([N:26]3[CH2:27][CH2:28][N:29]([CH2:32][CH2:33][O:34][CH3:35])[CH2:30][CH2:31]3)[CH:25]=1)[O:22][CH:21]([C:36]([NH:13][C:10]1[CH:9]=[CH:8][C:7]([N:1]3[CH2:2][CH2:3][O:4][CH2:5][CH2:6]3)=[CH:12][CH:11]=1)=[O:37])[CH2:20][CH2:19]2. The yield is 0.110. (2) The reactants are [Cl:1][C:2]1[CH:7]=[CH:6][C:5]([CH2:8][C:9]#[N:10])=[C:4]([F:11])[CH:3]=1.[C:12]([Si:16]([CH3:31])([CH3:30])[O:17][CH2:18][CH2:19][O:20][C:21]1[CH:28]=[CH:27][C:26]([Cl:29])=[CH:25][C:22]=1[CH:23]=O)([CH3:15])([CH3:14])[CH3:13].C[O-].[Na+]. The catalyst is CO. The product is [C:12]([Si:16]([CH3:31])([CH3:30])[O:17][CH2:18][CH2:19][O:20][C:21]1[CH:28]=[CH:27][C:26]([Cl:29])=[CH:25][C:22]=1/[CH:23]=[C:8](/[C:5]1[CH:6]=[CH:7][C:2]([Cl:1])=[CH:3][C:4]=1[F:11])\[C:9]#[N:10])([CH3:15])([CH3:14])[CH3:13]. The yield is 0.800. (3) The reactants are [NH2:1][C:2]1[C:3]([C:7](Cl)=[N:8][OH:9])=[N:4][O:5][N:6]=1.Cl.Cl.[NH2:13][CH2:14][CH2:15][NH:16][S:17]([CH3:20])(=[O:19])=[O:18].C(N(CC)CC)C. The catalyst is C(O)C. The product is [NH2:1][C:2]1[C:3]([C:7](=[N:8][OH:9])[NH:13][CH2:14][CH2:15][NH:16][S:17]([CH3:20])(=[O:19])=[O:18])=[N:4][O:5][N:6]=1. The yield is 1.00. (4) The reactants are [CH2:1]([O:3][C:4]([C:6]1[N:7]=[C:8](I)[O:9][C:10]=1[C:11]1[CH:16]=[CH:15][C:14]([N:17]2[CH2:22][CH2:21][N:20]([C:23]([O:25][C:26]([CH3:29])([CH3:28])[CH3:27])=[O:24])[CH2:19][CH2:18]2)=[CH:13][CH:12]=1)=[O:5])[CH3:2].CC1(C)C(C)(C)OB([C:39]2[CH:44]=[CH:43][N:42]=[C:41]3[NH:45][CH:46]=[CH:47][C:40]=23)O1.C(=O)([O-])[O-].[Na+].[Na+]. The catalyst is C1(C)C=CC=CC=1.C(O)C.O.CCOC(C)=O.C1C=CC(P(C2C=CC=CC=2)C2C=CC=CC=2)=CC=1.C1C=CC(P(C2C=CC=CC=2)C2C=CC=CC=2)=CC=1.Cl[Pd]Cl. The product is [CH2:1]([O:3][C:4]([C:6]1[N:7]=[C:8]([C:39]2[CH:44]=[CH:43][N:42]=[C:41]3[NH:45][CH:46]=[CH:47][C:40]=23)[O:9][C:10]=1[C:11]1[CH:16]=[CH:15][C:14]([N:17]2[CH2:22][CH2:21][N:20]([C:23]([O:25][C:26]([CH3:29])([CH3:28])[CH3:27])=[O:24])[CH2:19][CH2:18]2)=[CH:13][CH:12]=1)=[O:5])[CH3:2]. The yield is 0.810. (5) The catalyst is CCOCC. The product is [O:17]([C:2]1[C:3]([C:12]#[N:13])=[N:4][CH:5]=[C:6]([C:8]([F:11])([F:10])[F:9])[CH:7]=1)[C:18]1[CH:23]=[CH:22][CH:21]=[CH:20][CH:19]=1. The yield is 0.675. The reactants are Cl[C:2]1[C:3]([C:12]#[N:13])=[N:4][CH:5]=[C:6]([C:8]([F:11])([F:10])[F:9])[CH:7]=1.O.O.O.[O-:17][C:18]1[CH:23]=[CH:22][CH:21]=[CH:20][CH:19]=1.[Na+].CN(C=O)C. (6) The reactants are [C:1]([N:4]1[CH2:9][CH2:8][CH:7]([OH:10])[CH2:6][CH2:5]1)(=[O:3])[CH3:2].[H-].[Na+].Br[CH2:14][CH2:15][CH2:16][C:17]1[CH:22]=[CH:21][CH:20]=[CH:19][CH:18]=1. The catalyst is CN(C)C=O.C(O)(C)C.O. The product is [C:1]([N:4]1[CH2:9][CH2:8][CH:7]([O:10][CH2:14][CH2:15][CH2:16][C:17]2[CH:22]=[CH:21][CH:20]=[CH:19][CH:18]=2)[CH2:6][CH2:5]1)(=[O:3])[CH3:2]. The yield is 0.270.